Dataset: Forward reaction prediction with 1.9M reactions from USPTO patents (1976-2016). Task: Predict the product of the given reaction. (1) The product is: [CH3:11][C:8]1([CH3:12])[O:7][C@@H:6]2[C@@H:10]([C@@H:3]([C:1]#[C:2][C:29]3[CH:34]=[CH:33][CH:32]=[CH:31][C:30]=3[C:35]([F:38])([F:37])[F:36])[O:4][C@H:5]2[N:13]2[CH:21]=[N:20][C:19]3[C:14]2=[N:15][CH:16]=[N:17][C:18]=3[NH:22][CH:23]2[CH2:27][CH2:26][CH2:25][CH2:24]2)[O:9]1. Given the reactants [C:1]([C@@H:3]1[C@@H:10]2[C@@H:6]([O:7][C:8]([CH3:12])([CH3:11])[O:9]2)[C@H:5]([N:13]2[CH:21]=[N:20][C:19]3[C:14]2=[N:15][CH:16]=[N:17][C:18]=3[NH:22][CH:23]2[CH2:27][CH2:26][CH2:25][CH2:24]2)[O:4]1)#[CH:2].I[C:29]1[CH:34]=[CH:33][CH:32]=[CH:31][C:30]=1[C:35]([F:38])([F:37])[F:36].C(N(CC)CC)C, predict the reaction product. (2) Given the reactants [NH:1]1[C:5]2=[N:6][CH:7]=[CH:8][CH:9]=[C:4]2[CH:3]=[CH:2]1.C1C=C(Cl)C=C(C(OO)=[O:18])C=1, predict the reaction product. The product is: [NH:1]1[C:5]2=[N+:6]([O-:18])[CH:7]=[CH:8][CH:9]=[C:4]2[CH:3]=[CH:2]1. (3) Given the reactants Br[C:2]1[CH:16]=[C:15]([N+:17]([O-:19])=[O:18])[CH:14]=[CH:13][C:3]=1[O:4][CH2:5][C:6]1[CH:11]=[CH:10][CH:9]=[C:8]([F:12])[CH:7]=1.[C:20]([Si:22]([CH:29]([CH3:31])[CH3:30])([CH:26]([CH3:28])[CH3:27])[CH:23]([CH3:25])[CH3:24])#[CH:21].N1CCCC1, predict the reaction product. The product is: [F:12][C:8]1[CH:7]=[C:6]([CH:11]=[CH:10][CH:9]=1)[CH2:5][O:4][C:3]1[CH:13]=[CH:14][C:15]([N+:17]([O-:19])=[O:18])=[CH:16][C:2]=1[C:21]#[C:20][Si:22]([CH:23]([CH3:25])[CH3:24])([CH:29]([CH3:31])[CH3:30])[CH:26]([CH3:28])[CH3:27].[F:12][C:8]1[CH:7]=[C:6]([CH:11]=[CH:10][CH:9]=1)[CH2:5][O:4][C:3]1[CH:13]=[CH:14][C:15]([NH2:17])=[CH:16][C:2]=1[C:21]#[C:20][Si:22]([CH:23]([CH3:25])[CH3:24])([CH:29]([CH3:31])[CH3:30])[CH:26]([CH3:28])[CH3:27]. (4) Given the reactants [OH:1][C:2]1[CH:12]=[CH:11][CH:10]=[CH:9][C:3]=1[CH2:4][NH:5][C:6](=[O:8])[CH3:7].[O:13]1[CH2:15][C@H:14]1[CH2:16]OS(C1C=CC=C([N+]([O-])=O)C=1)(=O)=O.C([O-])([O-])=O.[Cs+].[Cs+], predict the reaction product. The product is: [O:13]1[CH2:15][C@H:14]1[CH2:16][O:1][C:2]1[CH:12]=[CH:11][CH:10]=[CH:9][C:3]=1[CH2:4][NH:5][C:6](=[O:8])[CH3:7]. (5) Given the reactants [CH3:1][C:2]([CH3:23])([CH3:22])[CH2:3][N:4]1[C:8]2[CH:9]=[CH:10][C:11]([C:13]3[CH:18]=[CH:17][CH:16]=[C:15]([OH:19])[CH:14]=3)=[CH:12][C:7]=2[N:6]([CH3:20])[C:5]1=[O:21].C1(P(C2C=CC=CC=2)C2C=CC=CC=2)C=CC=CC=1.[F:43][C:44]1[CH:51]=[CH:50][CH:49]=[CH:48][C:45]=1[CH2:46]O.N(C(OC(C)(C)C)=O)=NC(OC(C)(C)C)=O, predict the reaction product. The product is: [CH3:1][C:2]([CH3:23])([CH3:22])[CH2:3][N:4]1[C:8]2[CH:9]=[CH:10][C:11]([C:13]3[CH:18]=[CH:17][CH:16]=[C:15]([O:19][CH2:46][C:45]4[CH:48]=[CH:49][CH:50]=[CH:51][C:44]=4[F:43])[CH:14]=3)=[CH:12][C:7]=2[N:6]([CH3:20])[C:5]1=[O:21]. (6) Given the reactants [CH:1]1([C:4]2[CH:9]=[CH:8][N:7]=[CH:6][C:5]=2[N:10]2[CH2:14][CH2:13][NH:12][C:11]2=[O:15])[CH2:3][CH2:2]1.Cl[C:17]1[CH:22]=[CH:21][N:20]=[C:19]([CH3:23])[N:18]=1.C(=O)([O-])[O-].[Cs+].[Cs+], predict the reaction product. The product is: [CH:1]1([C:4]2[CH:9]=[CH:8][N:7]=[CH:6][C:5]=2[N:10]2[CH2:14][CH2:13][N:12]([C:17]3[CH:22]=[CH:21][N:20]=[C:19]([CH3:23])[N:18]=3)[C:11]2=[O:15])[CH2:3][CH2:2]1. (7) Given the reactants [OH:1][CH2:2][CH2:3][CH2:4][O:5][C:6]1[CH:11]=[CH:10][C:9]([CH2:12][C@H:13]([O:17][CH3:18])[C:14]([OH:16])=[O:15])=[CH:8][CH:7]=1.O[C:20]1[CH:21]=[C:22]2[C:27](=[CH:28][CH:29]=1)[C:26](=[O:30])[CH2:25][CH2:24][CH2:23]2, predict the reaction product. The product is: [CH3:18][O:17][C@@H:13]([CH2:12][C:9]1[CH:10]=[CH:11][C:6]([O:5][CH2:4][CH2:3][CH2:2][O:1][C:20]2[CH:29]=[CH:28][C:27]3[C:26](=[O:30])[CH2:25][CH2:24][CH2:23][C:22]=3[CH:21]=2)=[CH:7][CH:8]=1)[C:14]([OH:16])=[O:15]. (8) Given the reactants [CH3:1][S:2](Cl)(=[O:4])=[O:3].C(Cl)Cl.[C:9]([O:13][C:14]([NH:16][C@H:17]1[CH2:22][CH2:21][C@H:20]([NH:23][CH3:24])[CH2:19][CH2:18]1)=[O:15])([CH3:12])([CH3:11])[CH3:10].C(=O)([O-])O.[Na+], predict the reaction product. The product is: [C:9]([O:13][C:14]([NH:16][C@H:17]1[CH2:18][CH2:19][C@H:20]([N:23]([CH3:24])[S:2]([CH3:1])(=[O:4])=[O:3])[CH2:21][CH2:22]1)=[O:15])([CH3:12])([CH3:11])[CH3:10]. (9) Given the reactants Br[C:2]1[CH:3]=[C:4]([CH:7]=[CH:8][C:9]=1[O:10][CH3:11])[C:5]#[N:6].C([Mg]Cl)(C)C.[Li+].[Cl-].[N:19]([C:28]([O:30][C:31]([CH3:34])([CH3:33])[CH3:32])=[O:29])=[N:20][C:21]([O:23][C:24]([CH3:27])([CH3:26])[CH3:25])=[O:22], predict the reaction product. The product is: [C:5]([C:4]1[CH:7]=[CH:8][C:9]([O:10][CH3:11])=[C:2]([N:19]([C:28]([O:30][C:31]([CH3:34])([CH3:33])[CH3:32])=[O:29])[NH:20][C:21]([O:23][C:24]([CH3:25])([CH3:26])[CH3:27])=[O:22])[CH:3]=1)#[N:6].